Dataset: Full USPTO retrosynthesis dataset with 1.9M reactions from patents (1976-2016). Task: Predict the reactants needed to synthesize the given product. (1) Given the product [C:2]([NH:6][C:7]([C:9]1[C:17]2[C:12](=[N:13][CH:14]=[C:15]([C:18]3[C:26]4[C:21](=[CH:22][CH:23]=[C:24]([O:27][CH:28]([F:29])[F:30])[CH:25]=4)[N:20]([CH:31]4[CH2:32][CH2:33][N:34]([CH3:45])[CH2:35][CH2:36]4)[N:19]=3)[N:16]=2)[N:11]([CH2:37][O:38][CH2:39][CH2:40][Si:41]([CH3:44])([CH3:43])[CH3:42])[CH:10]=1)=[O:8])([CH3:5])([CH3:4])[CH3:3], predict the reactants needed to synthesize it. The reactants are: Cl.[C:2]([NH:6][C:7]([C:9]1[C:17]2[C:12](=[N:13][CH:14]=[C:15]([C:18]3[C:26]4[C:21](=[CH:22][CH:23]=[C:24]([O:27][CH:28]([F:30])[F:29])[CH:25]=4)[N:20]([CH:31]4[CH2:36][CH2:35][NH:34][CH2:33][CH2:32]4)[N:19]=3)[N:16]=2)[N:11]([CH2:37][O:38][CH2:39][CH2:40][Si:41]([CH3:44])([CH3:43])[CH3:42])[CH:10]=1)=[O:8])([CH3:5])([CH3:4])[CH3:3].[CH2:45](N(CC)CC)C.C=O.C(O[BH-](OC(=O)C)OC(=O)C)(=O)C.[Na+]. (2) Given the product [CH:19]([CH:13]([CH2:12][C:7]1[CH:8]=[CH:9][C:10]2[O:11][CH2:3][O:4][C:5]=2[CH:6]=1)[C:14]([O:16][CH2:17][CH3:18])=[O:15])=[O:20], predict the reactants needed to synthesize it. The reactants are: [H-].[Na+].[CH2:3]1[O:11][C:10]2[CH:9]=[CH:8][C:7]([CH2:12][CH2:13][C:14]([O:16][CH2:17][CH3:18])=[O:15])=[CH:6][C:5]=2[O:4]1.[CH:19](OCC)=[O:20].P([O-])([O-])([O-])=O.P([O-])(O)(O)=O.[K+]. (3) The reactants are: [CH3:1][C:2]1[CH:11]=[CH:10][C:5]([C:6]([O:8]C)=[O:7])=[CH:4][C:3]=1[N:12]1[CH:21]=[CH:20][C:19]2[C:14](=[CH:15][C:16]([N:22]3[CH2:27][CH2:26][N:25]([CH3:28])[CH2:24][CH2:23]3)=[CH:17][CH:18]=2)[C:13]1=[O:29].[OH-].[Na+].Cl. Given the product [CH3:1][C:2]1[CH:11]=[CH:10][C:5]([C:6]([OH:8])=[O:7])=[CH:4][C:3]=1[N:12]1[CH:21]=[CH:20][C:19]2[C:14](=[CH:15][C:16]([N:22]3[CH2:27][CH2:26][N:25]([CH3:28])[CH2:24][CH2:23]3)=[CH:17][CH:18]=2)[C:13]1=[O:29], predict the reactants needed to synthesize it. (4) The reactants are: [CH2:1]([O:3][C:4](=[O:24])[C@H:5]([OH:23])[CH2:6][C@H:7]([NH2:22])[CH2:8][C:9]1[CH:14]=[CH:13][C:12]([C:15]2[CH:20]=[CH:19][CH:18]=[C:17]([Cl:21])[CH:16]=2)=[CH:11][CH:10]=1)[CH3:2].C(O)[C:26]1[CH:31]=[CH:30][CH:29]=[CH:28]C=1.Cl.O1CCOCC1.[OH:40][C:41]1[N:45]([CH3:46])[N:44]=[C:43]([C:47](O)=[O:48])[CH:42]=1.CN(C(ON1N=NC2C=CC=NC1=2)=[N+](C)C)C.F[P-](F)(F)(F)(F)F.CN(C=O)C.CCN(C(C)C)C(C)C. Given the product [CH2:1]([O:3][C:4](=[O:24])[C@H:5]([OH:23])[CH2:6][C@H:7]([NH:22][C:47]([C:43]1[CH:42]=[C:41]([OH:40])[N:45]([CH3:46])[N:44]=1)=[O:48])[CH2:8][C:9]1[CH:14]=[CH:13][C:12]([C:15]2[CH:20]=[CH:19][CH:18]=[C:17]([Cl:21])[CH:16]=2)=[CH:11][CH:10]=1)[C:2]1[CH:28]=[CH:29][CH:30]=[CH:31][CH:26]=1, predict the reactants needed to synthesize it.